Dataset: Full USPTO retrosynthesis dataset with 1.9M reactions from patents (1976-2016). Task: Predict the reactants needed to synthesize the given product. (1) Given the product [F:1][C:2]1[CH:7]=[C:6]([NH2:8])[CH:5]=[CH:4][C:3]=1[OH:11], predict the reactants needed to synthesize it. The reactants are: [F:1][C:2]1[CH:7]=[C:6]([N+:8]([O-])=O)[CH:5]=[CH:4][C:3]=1[OH:11]. (2) Given the product [O:1]1[C:5]2[CH:6]=[CH:7][C:8]([C:10]3[S:11][CH:12]=[C:13]([C:15]([NH:23][C:22]4[NH:18][N:19]=[C:20]([C:34]5[CH:35]=[N:31][CH:37]=[CH:38][CH:39]=5)[N:21]=4)=[O:17])[N:14]=3)=[CH:9][C:4]=2[CH2:3][CH2:2]1, predict the reactants needed to synthesize it. The reactants are: [O:1]1[C:5]2[CH:6]=[CH:7][C:8]([C:10]3[S:11][CH:12]=[C:13]([C:15]([OH:17])=O)[N:14]=3)=[CH:9][C:4]=2[CH2:3][CH2:2]1.[NH:18]1[C:22]([NH2:23])=[N:21][CH:20]=[N:19]1.F[P-](F)(F)(F)(F)F.[N:31]1(OC(N(C)C)=[N+](C)C)[C:35]2C=[CH:37][CH:38]=[CH:39][C:34]=2N=N1. (3) The reactants are: [NH2:1][C:2]1[CH:9]=[CH:8][C:5]([C:6]#[N:7])=[C:4]([CH3:10])[N:3]=1.C1C(=O)N([Cl:18])C(=O)C1. Given the product [NH2:1][C:2]1[C:9]([Cl:18])=[CH:8][C:5]([C:6]#[N:7])=[C:4]([CH3:10])[N:3]=1, predict the reactants needed to synthesize it.